This data is from NCI-60 drug combinations with 297,098 pairs across 59 cell lines. The task is: Regression. Given two drug SMILES strings and cell line genomic features, predict the synergy score measuring deviation from expected non-interaction effect. Drug 1: CN(C)N=NC1=C(NC=N1)C(=O)N. Drug 2: C1=NC(=NC(=O)N1C2C(C(C(O2)CO)O)O)N. Cell line: NCI-H460. Synergy scores: CSS=28.6, Synergy_ZIP=-5.22, Synergy_Bliss=1.14, Synergy_Loewe=-0.457, Synergy_HSA=2.29.